From a dataset of Forward reaction prediction with 1.9M reactions from USPTO patents (1976-2016). Predict the product of the given reaction. (1) Given the reactants F[P-](F)(F)(F)(F)F.[N:8]1([O:17]C(N(C)C)=[N+](C)C)[C:12]2N=[CH:14][CH:15]=[CH:16][C:11]=2N=N1.C(N(C(C)C)C(C)C)C.[O:34]1[CH2:38][CH2:37][CH2:36][CH2:35]1, predict the reaction product. The product is: [C:35]([O:34][CH2:38][CH3:37])(=[O:17])[CH3:36].[CH2:35]([OH:34])[CH3:36].[NH3:8].[CH2:14]1[C:12]2[C:11](=[CH:35][CH:36]=[CH:37][CH:38]=2)[CH2:16][CH2:15]1. (2) Given the reactants [OH2:1].[NH2:2][C:3](=[NH:33])[C:4]1[CH:32]=[CH:31][C:7]([O:8][CH2:9][CH2:10][CH2:11][CH:12]2[CH2:17][CH2:16][N:15]([CH2:18][CH2:19][CH2:20][O:21][C:22]3[CH:30]=[CH:29][C:25]([C:26]([NH2:28])=[NH:27])=[CH:24][CH:23]=3)[CH2:14][CH2:13]2)=[CH:6][CH:5]=1.[ClH:34], predict the reaction product. The product is: [OH2:8].[OH2:1].[OH2:8].[OH2:8].[OH2:8].[ClH:34].[ClH:34].[ClH:34].[NH2:33][C:3](=[NH:2])[C:4]1[CH:32]=[CH:31][C:7]([O:8][CH2:9][CH2:10][CH2:11][CH:12]2[CH2:17][CH2:16][N:15]([CH2:18][CH2:19][CH2:20][O:21][C:22]3[CH:23]=[CH:24][C:25]([C:26]([NH2:28])=[NH:27])=[CH:29][CH:30]=3)[CH2:14][CH2:13]2)=[CH:6][CH:5]=1. (3) Given the reactants [CH3:1][C:2]1[C:3]2[C:9](=O)[CH2:8][CH:7]([CH2:11][N+:12]([O-:14])=[O:13])[C:4]=2[S:5][CH:6]=1, predict the reaction product. The product is: [CH3:1][C:2]1[C:3]2[CH2:9][CH2:8][CH:7]([CH2:11][N+:12]([O-:14])=[O:13])[C:4]=2[S:5][CH:6]=1. (4) Given the reactants [CH2:1]([C@H:4]1[C:8]2=[N:9][CH:10]=[C:11]([N:14]([CH2:25][CH:26]=[CH2:27])[C:15]([O:17][CH2:18][C:19]3[CH:24]=[CH:23][CH:22]=[CH:21][CH:20]=3)=[O:16])[C:12](=[O:13])[N:7]2[C@H:6]([C:28]([OH:30])=[O:29])[CH2:5]1)[CH:2]=[CH2:3].[CH2:31](N(C1C(=O)N2[C@H](C(N(C(OC(C)(C)C)=O)C3C=CC=CC=3)=O)CC(CC=C)(CC=C)C2=NC=1)C(=O)OCC1C=CC=CC=1)[CH:32]=[CH2:33], predict the reaction product. The product is: [CH2:1]([C:4]1([CH2:33][CH:32]=[CH2:31])[C:8]2=[N:9][CH:10]=[C:11]([N:14]([CH2:25][CH:26]=[CH2:27])[C:15]([O:17][CH2:18][C:19]3[CH:24]=[CH:23][CH:22]=[CH:21][CH:20]=3)=[O:16])[C:12](=[O:13])[N:7]2[C@H:6]([C:28]([OH:30])=[O:29])[CH2:5]1)[CH:2]=[CH2:3]. (5) Given the reactants Br[C:2]1[C:7]([F:8])=[CH:6][C:5]([C@@H:9]([NH:11][S@@:12]([C:14]([CH3:17])([CH3:16])[CH3:15])=[O:13])[CH3:10])=[C:4]([F:18])[CH:3]=1.[CH3:19][N:20]1[CH:24]=[C:23](B(O)O)[CH:22]=[N:21]1.C([O-])([O-])=O.[Na+].[Na+].C(Cl)Cl, predict the reaction product. The product is: [F:18][C:4]1[CH:3]=[C:2]([C:23]2[CH:22]=[N:21][N:20]([CH3:19])[CH:24]=2)[C:7]([F:8])=[CH:6][C:5]=1[C@@H:9]([NH:11][S@@:12]([C:14]([CH3:17])([CH3:16])[CH3:15])=[O:13])[CH3:10].